Dataset: Forward reaction prediction with 1.9M reactions from USPTO patents (1976-2016). Task: Predict the product of the given reaction. The product is: [C:17]([OH:26])([C:22]([F:25])([F:24])[F:23])=[O:46].[NH:41]1[C:42]2[C:38](=[CH:37][CH:36]=[C:35]([NH:34][C:2]3[C:7]([C:8]([NH:10][C:11]4[CH:12]=[CH:13][C:14]([C:17]([O:26][CH2:27][CH2:28][O:29][CH2:30][CH2:31][O:32][CH3:33])([C:22]([F:25])([F:23])[F:24])[C:18]([F:20])([F:19])[F:21])=[CH:15][CH:16]=4)=[O:9])=[CH:6][CH:5]=[CH:4][N:3]=3)[CH:43]=2)[CH:39]=[N:40]1. Given the reactants F[C:2]1[C:7]([C:8]([NH:10][C:11]2[CH:16]=[CH:15][C:14]([C:17]([O:26][CH2:27][CH2:28][O:29][CH2:30][CH2:31][O:32][CH3:33])([C:22]([F:25])([F:24])[F:23])[C:18]([F:21])([F:20])[F:19])=[CH:13][CH:12]=2)=[O:9])=[CH:6][CH:5]=[CH:4][N:3]=1.[NH2:34][C:35]1[CH:43]=[C:42]2[C:38]([CH:39]=[N:40][NH:41]2)=[CH:37][CH:36]=1.CS(C)=[O:46], predict the reaction product.